Dataset: Reaction yield outcomes from USPTO patents with 853,638 reactions. Task: Predict the reaction yield, written as a fraction of the theoretical maximum amount of product (1.0 means a 100% yield; for example, 0.34 means a 34% yield). (1) The reactants are [F:1][C:2]1[CH:3]=[C:4]([NH:24][C:25](=[O:38])[CH2:26][C:27]([NH:29][C:30]2[CH:35]=[CH:34][CH:33]=[CH:32][C:31]=2OF)=[O:28])[CH:5]=[CH:6][C:7]=1[O:8][C:9]1[CH:14]=[CH:13][N:12]=[C:11]2[CH:15]=[C:16](C3N(C)C=CN=3)[S:17][C:10]=12.[F:39]C1C=C(N)C=CC=1OC1C=CN=C2C=C(C3N(C)C=CN=3)SC=12.[CH2:63]([N:65]1[CH:69]=[C:68](C2SC3C(=NC=CC=3OC3C=CC(N)=CC=3F)C=2)[N:67]=[CH:66]1)[CH3:64]. The product is [CH2:63]([N:65]1[CH:69]=[C:68]([C:16]2[S:17][C:10]3[C:11](=[N:12][CH:13]=[CH:14][C:9]=3[O:8][C:7]3[CH:6]=[CH:5][C:4]([NH:24][C:25](=[O:38])[CH2:26][C:27]([NH:29][C:30]4[CH:35]=[CH:34][CH:33]=[CH:32][C:31]=4[F:39])=[O:28])=[CH:3][C:2]=3[F:1])[CH:15]=2)[N:67]=[CH:66]1)[CH3:64]. The yield is 0.420. No catalyst specified. (2) The reactants are [F:1][C:2]([F:21])([F:20])[O:3][C:4]1[CH:9]=[CH:8][C:7]([C:10]2[N:14]=[C:13]([C:15]([O:17]CC)=O)[O:12][N:11]=2)=[CH:6][CH:5]=1.C([O-])([O-])=O.[K+].[K+].Cl.Cl.[CH2:30]([NH:37][NH2:38])[C:31]1[CH:36]=[CH:35][CH:34]=[CH:33][CH:32]=1. The catalyst is C1COCC1. The product is [CH2:30]([NH:37][NH:38][C:15]([C:13]1[O:12][N:11]=[C:10]([C:7]2[CH:6]=[CH:5][C:4]([O:3][C:2]([F:1])([F:20])[F:21])=[CH:9][CH:8]=2)[N:14]=1)=[O:17])[C:31]1[CH:36]=[CH:35][CH:34]=[CH:33][CH:32]=1. The yield is 0.400. (3) The reactants are C([O:4][C:5]1[C:10]2[CH:11]=[C:12]([CH3:14])[O:13][C:9]=2[CH:8]=[C:7]([C:15]([O:17][CH2:18][CH3:19])=[O:16])[CH:6]=1)(=O)C.C(=O)([O-])[O-].[K+].[K+]. The catalyst is C(O)C.ClCCl. The product is [OH:4][C:5]1[C:10]2[CH:11]=[C:12]([CH3:14])[O:13][C:9]=2[CH:8]=[C:7]([C:15]([O:17][CH2:18][CH3:19])=[O:16])[CH:6]=1. The yield is 0.950. (4) The reactants are [CH3:1]CN(C(C)C)C(C)C.[CH:10]1[CH:11]=[CH:12][C:13]2[N:18](O)[N:17]=[N:16][C:14]=2[CH:15]=1.CCN=C=NCCCN(C)C.C1(C)C=CC=C(N2[CH:41]=[C:40]([C:42](O)=[O:43])N=N2)C=1.C1(C)C=CC=C(N)C=1.Cl.[NH2:55][CH2:56][C:57]([N:59]1[CH2:64][CH2:63][N:62]([C:65](=[O:77])[C:66]2[CH:71]=[C:70]([F:72])[CH:69]=[CH:68][C:67]=2[C:73]([F:76])([F:75])[F:74])[CH2:61][CH2:60]1)=[O:58].FC1C=CC(C(F)(F)F)=C(C=1)C(O)=O. The catalyst is CN(C=O)C.O. The product is [F:72][C:70]1[CH:69]=[CH:68][C:67]([C:73]([F:74])([F:76])[F:75])=[C:66]([CH:71]=1)[C:65]([N:62]1[CH2:61][CH2:60][N:59]([C:57](=[O:58])[CH2:56][NH:55][C:42]([C:40]2[N:18]=[N:17][N:16]([C:14]3[CH:13]=[C:12]([CH3:1])[CH:11]=[CH:10][CH:15]=3)[CH:41]=2)=[O:43])[CH2:64][CH2:63]1)=[O:77]. The yield is 0.466. (5) The reactants are [Br:1][C:2]1[CH:7]=[CH:6][C:5]([O:8][CH3:9])=[CH:4][C:3]=1[CH2:10]Br.[NH:12]([C:20]([O:22][C:23]([CH3:26])([CH3:25])[CH3:24])=[O:21])[C:13]([O:15][C:16]([CH3:19])([CH3:18])[CH3:17])=[O:14].[K]. The catalyst is CN(C)C=O. The product is [C:23]([O:22][C:20]([N:12]([CH2:10][C:3]1[CH:4]=[C:5]([O:8][CH3:9])[CH:6]=[CH:7][C:2]=1[Br:1])[C:13]([O:15][C:16]([CH3:19])([CH3:18])[CH3:17])=[O:14])=[O:21])([CH3:26])([CH3:25])[CH3:24]. The yield is 0.420. (6) The reactants are [F:1][C:2]1[CH:7]=[CH:6][CH:5]=[CH:4][C:3]=1[C:8]1[N:9]([S:18]([C:21]2[CH:26]=[CH:25][CH:24]=[C:23]([F:27])[CH:22]=2)(=[O:20])=[O:19])[CH:10]=[C:11]2[C:16]=1[CH2:15][CH2:14][CH2:13][C:12]2=O.[CH3:28][NH2:29].O1CCCC1.[BH4-].[Na+]. The catalyst is CO.C(O[Ti](OC(C)C)(OC(C)C)OC(C)C)(C)C. The product is [F:1][C:2]1[CH:7]=[CH:6][CH:5]=[CH:4][C:3]=1[C:8]1[N:9]([S:18]([C:21]2[CH:26]=[CH:25][CH:24]=[C:23]([F:27])[CH:22]=2)(=[O:20])=[O:19])[CH:10]=[C:11]2[C:16]=1[CH2:15][CH2:14][CH2:13][CH:12]2[NH:29][CH3:28]. The yield is 0.310.